From a dataset of Reaction yield outcomes from USPTO patents with 853,638 reactions. Predict the reaction yield, written as a fraction of the theoretical maximum amount of product (1.0 means a 100% yield; for example, 0.34 means a 34% yield). (1) The reactants are O1[C:5]2([CH2:10][CH2:9][CH:8]([C:11]3[C:20]4[C:15](=[CH:16][CH:17]=[CH:18][CH:19]=4)[NH:14][C:13](=O)[CH:12]=3)[CH2:7][CH2:6]2)[O:4]CC1.Cl. The catalyst is CC(C)=O. The product is [N:14]1[C:15]2[C:20](=[CH:19][CH:18]=[CH:17][CH:16]=2)[C:11]([CH:8]2[CH2:7][CH2:6][C:5](=[O:4])[CH2:10][CH2:9]2)=[CH:12][CH:13]=1. The yield is 0.900. (2) The reactants are [OH:1][C@H:2]1[CH2:6][N:5]([C:7](=[O:15])[CH2:8][C:9]2[O:13][N:12]=[C:11]([CH3:14])[CH:10]=2)[C@H:4]([C:16]([OH:18])=O)[CH2:3]1.[O:19]1[C:23]2[CH:24]=[CH:25][CH:26]=[CH:27][C:22]=2[CH:21]=[C:20]1[CH:28]([NH2:30])[CH3:29].CCN(C(C)C)C(C)C.CN(C(ON1N=NC2C=CC=NC1=2)=[N+](C)C)C.F[P-](F)(F)(F)(F)F. The catalyst is CN(C=O)C. The product is [O:19]1[C:23]2[CH:24]=[CH:25][CH:26]=[CH:27][C:22]=2[CH:21]=[C:20]1[CH:28]([NH:30][C:16]([C@@H:4]1[CH2:3][C@@H:2]([OH:1])[CH2:6][N:5]1[C:7](=[O:15])[CH2:8][C:9]1[O:13][N:12]=[C:11]([CH3:14])[CH:10]=1)=[O:18])[CH3:29]. The yield is 0.650. (3) The reactants are Cl[C:2]1[CH:12]=[CH:11][CH:10]=[C:9](Cl)[C:3]=1[O:4][CH2:5][CH2:6][CH2:7][NH2:8].[F:14][C:15]([F:24])([F:23])C1C=CC=CC=1O.ClC1C=CC=C(Cl)C=1O. No catalyst specified. The product is [F:14][C:15]([F:24])([F:23])[C:2]1[CH:12]=[CH:11][CH:10]=[CH:9][C:3]=1[O:4][CH2:5][CH2:6][CH2:7][NH2:8]. The yield is 0.800. (4) The reactants are C([O:3][C:4](=[O:20])[CH2:5][S:6][C:7]1[NH:11][C:10]2[C:12]([CH:18]=[O:19])=[C:13]([O:16]C)[CH:14]=[CH:15][C:9]=2[N:8]=1)C.B(Br)(Br)Br. The catalyst is ClCCl. The product is [CH:18]([C:12]1[C:10]2[NH:11][C:7]([S:6][CH2:5][C:4]([OH:20])=[O:3])=[N:8][C:9]=2[CH:15]=[CH:14][C:13]=1[OH:16])=[O:19]. The yield is 0.460. (5) The reactants are Br[CH2:2][C:3]([C:5]1[CH:6]=[CH:7][C:8]2[C:17]3[CH:16]=[C:15]4[CH2:18][CH2:19][CH2:20][C:21](=[O:22])[C:14]4=[CH:13][C:12]=3[O:11][CH2:10][C:9]=2[CH:23]=1)=[O:4].[C:24]([O:28][C:29]([N:31]1[CH2:35][C@@H:34]([CH2:36][O:37][CH3:38])[CH2:33][C@H:32]1[C:39]([OH:41])=[O:40])=[O:30])([CH3:27])([CH3:26])[CH3:25].C([O-])([O-])=O.[Cs+].[Cs+]. The catalyst is C(Cl)Cl. The product is [CH3:38][O:37][CH2:36][C@@H:34]1[CH2:35][N:31]([C:29]([O:28][C:24]([CH3:27])([CH3:25])[CH3:26])=[O:30])[C@H:32]([C:39]([O:41][CH2:2][C:3](=[O:4])[C:5]2[CH:6]=[CH:7][C:8]3[C:17]4[CH:16]=[C:15]5[CH2:18][CH2:19][CH2:20][C:21](=[O:22])[C:14]5=[CH:13][C:12]=4[O:11][CH2:10][C:9]=3[CH:23]=2)=[O:40])[CH2:33]1. The yield is 0.700. (6) The reactants are [C:1](O)([C:3](F)(F)F)=[O:2].CC([N:12]([CH2:16][C:17]1[CH:22]=[CH:21][CH:20]=[C:19]([CH2:23][N:24]2[C:32]3[C:27](=[C:28]([C:33]#[N:34])[CH:29]=[CH:30][CH:31]=3)[C:26]([NH:35][S:36]([C:39]3[S:40][C:41]([Cl:44])=[CH:42][CH:43]=3)(=[O:38])=[O:37])=[N:25]2)[CH:18]=1)C(=O)[O-])(C)C.C(N(CC)CC)C.C(OC(=O)C)(=O)C. The catalyst is C(Cl)Cl.O. The product is [Cl:44][C:41]1[S:40][C:39]([S:36]([NH:35][C:26]2[C:27]3[C:32](=[CH:31][CH:30]=[CH:29][C:28]=3[C:33]#[N:34])[N:24]([CH2:23][C:19]3[CH:18]=[C:17]([CH2:16][NH:12][C:1](=[O:2])[CH3:3])[CH:22]=[CH:21][CH:20]=3)[N:25]=2)(=[O:37])=[O:38])=[CH:43][CH:42]=1. The yield is 0.0700. (7) The reactants are [C:1]([C:5]1[CH:10]=[C:9]([Br:11])[C:8]([N+:12]([O-:14])=[O:13])=[CH:7][C:6]=1[OH:15])([CH3:4])([CH3:3])[CH3:2].C([O-])([O-])=O.[Cs+].[Cs+].[CH2:22](Br)[C:23]1[CH:28]=[CH:27][CH:26]=[CH:25][CH:24]=1. The catalyst is CN(C=O)C.O. The product is [C:1]([C:5]1[CH:10]=[C:9]([Br:11])[C:8]([N+:12]([O-:14])=[O:13])=[CH:7][C:6]=1[O:15][CH2:22][C:23]1[CH:28]=[CH:27][CH:26]=[CH:25][CH:24]=1)([CH3:4])([CH3:2])[CH3:3]. The yield is 0.940. (8) The reactants are [F:1][CH2:2][CH2:3][O:4][CH:5]1[C:10](=O)[CH2:9][CH2:8][N:7]([C:12]([O:14][C:15]([CH3:18])([CH3:17])[CH3:16])=[O:13])[CH2:6]1.[CH2:19]([NH2:26])[C:20]1[CH:25]=[CH:24][CH:23]=[CH:22][CH:21]=1.C(O[BH-](OC(=O)C)OC(=O)C)(=O)C.[Na+]. The catalyst is ClCCCl. The product is [CH2:19]([NH:26][C@H:10]1[CH2:9][CH2:8][N:7]([C:12]([O:14][C:15]([CH3:18])([CH3:17])[CH3:16])=[O:13])[CH2:6][C@H:5]1[O:4][CH2:3][CH2:2][F:1])[C:20]1[CH:25]=[CH:24][CH:23]=[CH:22][CH:21]=1. The yield is 0.770.